From a dataset of Peptide-MHC class I binding affinity with 185,985 pairs from IEDB/IMGT. Regression. Given a peptide amino acid sequence and an MHC pseudo amino acid sequence, predict their binding affinity value. This is MHC class I binding data. (1) The peptide sequence is ISVNNVCHMY. The MHC is HLA-B07:02 with pseudo-sequence HLA-B07:02. The binding affinity (normalized) is 0.518. (2) The peptide sequence is AQLYAYAGF. The MHC is HLA-A26:01 with pseudo-sequence HLA-A26:01. The binding affinity (normalized) is 0.0847. (3) The peptide sequence is KTKDYVNGL. The MHC is HLA-B18:01 with pseudo-sequence HLA-B18:01. The binding affinity (normalized) is 0.0540. (4) The peptide sequence is RAPHLPPQW. The MHC is HLA-A01:01 with pseudo-sequence HLA-A01:01. The binding affinity (normalized) is 0.213. (5) The peptide sequence is FPFKYAAAT. The MHC is Mamu-A2201 with pseudo-sequence Mamu-A2201. The binding affinity (normalized) is 0.227. (6) The peptide sequence is RMVSLVTSF. The MHC is HLA-A30:02 with pseudo-sequence HLA-A30:02. The binding affinity (normalized) is 0.368. (7) The peptide sequence is VLRGFLILGK. The MHC is HLA-A68:01 with pseudo-sequence HLA-A68:01. The binding affinity (normalized) is 0.348. (8) The peptide sequence is AEKTMKEYG. The MHC is HLA-B40:01 with pseudo-sequence HLA-B40:01. The binding affinity (normalized) is 0. (9) The peptide sequence is LPPVVAKEI. The MHC is HLA-B40:01 with pseudo-sequence HLA-B40:01. The binding affinity (normalized) is 0.0854. (10) The peptide sequence is MFAVGTWMM. The MHC is HLA-B46:01 with pseudo-sequence HLA-B46:01. The binding affinity (normalized) is 0.0847.